This data is from Forward reaction prediction with 1.9M reactions from USPTO patents (1976-2016). The task is: Predict the product of the given reaction. (1) The product is: [F:21][C:19]1[C:18]([CH3:22])=[CH:17][C:16]2[N:23]=[CH:24][N:14]([CH:11]3[CH2:10][CH2:9][NH:8][CH2:13][CH2:12]3)[C:15]=2[CH:20]=1. Given the reactants C(OC([N:8]1[CH2:13][CH2:12][CH:11]([NH:14][C:15]2[CH:20]=[C:19]([F:21])[C:18]([CH3:22])=[CH:17][C:16]=2[NH2:23])[CH2:10][CH2:9]1)=O)(C)(C)C.[CH:24]([O-])([O-])OC, predict the reaction product. (2) Given the reactants [NH:1]1[C:10]2[C:5](=[CH:6][CH:7]=[CH:8][CH:9]=2)[CH2:4][CH2:3][C:2]1=[O:11].[H-].[Na+].Br[CH2:15][CH2:16][CH2:17][O:18][CH:17]1[CH2:16][CH2:15]CC[O:18]1, predict the reaction product. The product is: [OH:18][CH2:17][CH2:16][CH2:15][N:1]1[C:10]2[C:5](=[CH:6][CH:7]=[CH:8][CH:9]=2)[CH2:4][CH2:3][C:2]1=[O:11]. (3) Given the reactants [CH3:1][O:2][C:3]1[CH:8]=[CH:7][C:6]([OH:9])=[CH:5][CH:4]=1.F[C:11]1[CH:16]=[CH:15][C:14]([CH3:17])=[CH:13][C:12]=1[N+:18]([O-:20])=[O:19].C1(C=CC(O)=CC=1)O, predict the reaction product. The product is: [CH3:1][O:2][C:3]1[CH:8]=[CH:7][C:6]([O:9][C:11]2[CH:16]=[CH:15][C:14]([CH3:17])=[CH:13][C:12]=2[N+:18]([O-:20])=[O:19])=[CH:5][CH:4]=1. (4) Given the reactants [NH2:1][C:2]1[CH:11]=[CH:10][C:9]2[C:4](=[CH:5][CH:6]=[C:7]([C:12]([OH:14])=[O:13])[CH:8]=2)[CH:3]=1.[C:15](Cl)(=[O:18])[CH:16]=[CH2:17], predict the reaction product. The product is: [C:15]([NH:1][C:2]1[CH:3]=[C:4]2[C:9](=[CH:10][CH:11]=1)[CH:8]=[C:7]([C:12]([OH:14])=[O:13])[CH:6]=[CH:5]2)(=[O:18])[CH:16]=[CH2:17]. (5) Given the reactants [OH-].[Li+].[Cl:3][C:4]1[N:5]=[C:6]([C:11]([N:13]([CH2:29][CH2:30][CH3:31])[CH:14]2[CH2:17][N:16]([C:18]3[S:19][C:20]([C:24]([O:26]CC)=[O:25])=[C:21]([CH3:23])[N:22]=3)[CH2:15]2)=[O:12])[NH:7][C:8]=1[CH2:9][CH3:10].O, predict the reaction product. The product is: [Cl:3][C:4]1[N:5]=[C:6]([C:11]([N:13]([CH2:29][CH2:30][CH3:31])[CH:14]2[CH2:15][N:16]([C:18]3[S:19][C:20]([C:24]([OH:26])=[O:25])=[C:21]([CH3:23])[N:22]=3)[CH2:17]2)=[O:12])[NH:7][C:8]=1[CH2:9][CH3:10]. (6) Given the reactants Cl[C:2]1[C:11]2[C:6](=[CH:7][C:8]([O:12][CH3:13])=[CH:9][CH:10]=2)[CH:5]=[C:4]([NH:14][C:15]2[CH:19]=[C:18]([CH3:20])[NH:17][N:16]=2)[N:3]=1.[N:21]1[CH:26]=[CH:25][C:24](B(O)O)=[CH:23][CH:22]=1, predict the reaction product. The product is: [CH3:20][C:18]1[NH:17][N:16]=[C:15]([NH:14][C:4]2[N:3]=[C:2]([C:24]3[CH:25]=[CH:26][N:21]=[CH:22][CH:23]=3)[C:11]3[C:6]([CH:5]=2)=[CH:7][C:8]([O:12][CH3:13])=[CH:9][CH:10]=3)[CH:19]=1. (7) The product is: [CH2:1]([O:3][C:4]([N:6]1[CH2:12][CH2:11][C:10]2[CH:13]=[C:14]([NH2:17])[CH:15]=[CH:16][C:9]=2[CH2:8][CH2:7]1)=[O:5])[CH3:2]. Given the reactants [CH2:1]([O:3][C:4]([N:6]1[CH2:12][CH2:11][C:10]2[CH:13]=[C:14]([N+:17]([O-])=O)[CH:15]=[CH:16][C:9]=2[CH2:8][CH2:7]1)=[O:5])[CH3:2], predict the reaction product. (8) Given the reactants [I:1][C:2]1[CH:3]=[C:4]([CH:6]=[CH:7][CH:8]=1)[NH2:5].C(N(CC)CC)C.[Br:16][CH2:17][CH2:18][CH2:19][C:20](Cl)=[O:21], predict the reaction product. The product is: [Br:16][CH2:17][CH2:18][CH2:19][C:20]([NH:5][C:4]1[CH:6]=[CH:7][CH:8]=[C:2]([I:1])[CH:3]=1)=[O:21]. (9) Given the reactants [CH3:1][C:2]([CH3:5])([O-])C.[K+].[Br:7][C:8]1[CH:13]=[CH:12][C:11]([SH:14])=[CH:10][CH:9]=1.BrC1CC1, predict the reaction product. The product is: [Br:7][C:8]1[CH:13]=[CH:12][C:11]([S:14][CH:5]2[CH2:2][CH2:1]2)=[CH:10][CH:9]=1.